From a dataset of Forward reaction prediction with 1.9M reactions from USPTO patents (1976-2016). Predict the product of the given reaction. (1) Given the reactants [Cl:1][C:2]1[N:3]=[N:4][C:5]([Cl:11])=[CH:6][C:7]=1[C:8]([OH:10])=[O:9].C(Cl)Cl.[CH2:15](O)[CH3:16], predict the reaction product. The product is: [Cl:1][C:2]1[N:3]=[N:4][C:5]([Cl:11])=[CH:6][C:7]=1[C:8]([O:10][CH2:15][CH3:16])=[O:9]. (2) Given the reactants [NH2:1][C:2]1[CH:3]=[C:4]([C:8]2[C:16]3[C:11](=[CH:12][CH:13]=[C:14]([C:17]([NH2:19])=[O:18])[CH:15]=3)[N:10](C3CCCCO3)[N:9]=2)[CH:5]=[CH:6][CH:7]=1.[CH3:26][O:27][C:28]1[CH:33]=[CH:32][C:31]([CH2:34][C:35](O)=[O:36])=[CH:30][CH:29]=1.CCN=C=NCCCN(C)C, predict the reaction product. The product is: [CH3:26][O:27][C:28]1[CH:33]=[CH:32][C:31]([CH2:34][C:35]([NH:1][C:2]2[CH:3]=[C:4]([C:8]3[C:16]4[C:11](=[CH:12][CH:13]=[C:14]([C:17]([NH2:19])=[O:18])[CH:15]=4)[NH:10][N:9]=3)[CH:5]=[CH:6][CH:7]=2)=[O:36])=[CH:30][CH:29]=1. (3) Given the reactants [CH3:1][C:2]1[N:7]=[C:6]([C:8]#[C:9][C:10]2[CH:15]=[CH:14][N:13]=[C:12](Cl)[CH:11]=2)[CH:5]=[CH:4][CH:3]=1.[CH3:17][S:18]([C:21]1[CH:26]=[CH:25][C:24](B(O)O)=[CH:23][CH:22]=1)(=[O:20])=[O:19].C(=O)([O-])[O-].[Na+].[Na+].O, predict the reaction product. The product is: [CH3:17][S:18]([C:21]1[CH:26]=[CH:25][C:24]([C:12]2[CH:11]=[C:10]([C:9]#[C:8][C:6]3[CH:5]=[CH:4][CH:3]=[C:2]([CH3:1])[N:7]=3)[CH:15]=[CH:14][N:13]=2)=[CH:23][CH:22]=1)(=[O:20])=[O:19]. (4) Given the reactants [Cl:1][C:2]1[C:7]([C:8]([N:10]2[CH2:15][CH2:14][CH:13]([C:16]3[CH:21]=[CH:20][C:19]([F:22])=[CH:18][CH:17]=3)[CH2:12][CH2:11]2)=[O:9])=[CH:6][N:5]=[C:4]([S:23]CCC(OC)=O)[C:3]=1[CH3:30].CC(C)([O-])C.[K+].[Cl-].[NH4+], predict the reaction product. The product is: [Cl:1][C:2]1[C:3]([CH3:30])=[C:4]([SH:23])[N:5]=[CH:6][C:7]=1[C:8]([N:10]1[CH2:11][CH2:12][CH:13]([C:16]2[CH:17]=[CH:18][C:19]([F:22])=[CH:20][CH:21]=2)[CH2:14][CH2:15]1)=[O:9].